This data is from Catalyst prediction with 721,799 reactions and 888 catalyst types from USPTO. The task is: Predict which catalyst facilitates the given reaction. (1) Reactant: C[O:2][C:3](=O)[C:4]1[CH:9]=[CH:8][CH:7]=[C:6]([O:10][CH2:11][N:12]2[CH:16]=[CH:15][CH:14]=[N:13]2)[CH:5]=1.[NH3:18]. Product: [N:12]1([CH2:11][O:10][C:6]2[CH:5]=[C:4]([CH:9]=[CH:8][CH:7]=2)[C:3]([NH2:18])=[O:2])[CH:16]=[CH:15][CH:14]=[N:13]1. The catalyst class is: 6. (2) Reactant: Cl.[NH2:2][OH:3].CCN(C(C)C)C(C)C.[CH2:13]([N:20]1[CH2:26][CH2:25][CH2:24][CH:23]([C:27]#[N:28])[CH2:22][C:21]1=[O:29])[C:14]1[CH:19]=[CH:18][CH:17]=[CH:16][CH:15]=1. The catalyst class is: 8. Product: [CH2:13]([N:20]1[CH2:26][CH2:25][CH2:24][CH:23]([C:27](=[N:2][OH:3])[NH2:28])[CH2:22][C:21]1=[O:29])[C:14]1[CH:15]=[CH:16][CH:17]=[CH:18][CH:19]=1. (3) Reactant: [CH3:1][C:2]1[CH:18]=[C:17]([N:19]([C:23]([CH2:25][CH2:26]C(OCC)=O)=[O:24])[CH:20]([CH3:22])[CH3:21])[C:16]([CH3:32])=[CH:15][C:3]=1[NH:4]C(OCC1C=CC=CC=1)=O.[H][H].ClCCl.[CH2:38]([OH:40])[CH3:39].[CH3:41][OH:42]. Product: [CH3:1][C:2]1[CH:18]=[C:17]([N:19]([C:23](=[O:24])[CH:25]([C:41]([O:40][CH2:38][CH3:39])=[O:42])[CH3:26])[CH:20]([CH3:22])[CH3:21])[C:16]([CH3:32])=[CH:15][C:3]=1[NH2:4]. The catalyst class is: 45.